From a dataset of Experimentally validated miRNA-target interactions with 360,000+ pairs, plus equal number of negative samples. Binary Classification. Given a miRNA mature sequence and a target amino acid sequence, predict their likelihood of interaction. (1) The miRNA is mmu-miR-5123 with sequence UGUAGAUCCAUAUGCCAUGGUGUG. The protein sequence of the target gene is MKDMPLRIHVLLGLAITTLVQAVDKKVDCPRLCTCEIRPWFTPRSIYMEASTVDCNDLGLLTFPARLPANTQILLLQTNNIAKIEYSTDFPVNLTGLDLSQNNLSSVTNINVKKMPQLLSVYLEENKLTELPEKCLSELSNLQELYINHNLLSTISPGAFIGLHNLLRLHLNSNRLQMINSKWFDALPNLEILMIGENPIIRIKDMNFKPLINLRSLVIAGINLTEIPDNALVGLENLESISFYDNRLIKVPHVALQKVVNLKFLDLNKNPINRIRRGDFSNMLHLKELGINNMPELISI.... Result: 0 (no interaction). (2) The miRNA is hsa-miR-924 with sequence AGAGUCUUGUGAUGUCUUGC. The protein sequence of the target gene is MDFSPSSELGFHFVAFILLTRHRTAFPASGKKRETDYSDGDPLDVHKRLPSSAGEDRAVMLGFAMMGFSVLMFFLLGTTILKPFMLSIQREESTCTAIHTDIMDDWLDCAFTCGVHCHGQGKYPCLQVFVNLSHPGQKALLHYNEEAVQINPKCFYTPKCHQDRNDLLNSALDIKEFFDHKNGTPFSCFYSPASQSEDVILIKKYDQMAIFHCLFWPSLTLLGGALIVGMVRLTQHLSLLCEKYSTVVRDEVGGKVPYIEQHQFKLCIMRRSKGRAEKS. Result: 0 (no interaction). (3) The miRNA is hsa-miR-6795-5p with sequence UGGGGGGACAGGAUGAGAGGCUGU. The protein sequence of the target gene is MPYKLKKEKEPPKVAKCTAKPSSSGKDGGGENTEEAQPQPQPQPQPQAQSQPPSSNKRPSNSTPPPTQLSKIKYSGGPQIVKKERRQSSSRFNLSKNRELQKLPALKDSPTQEREELFIQKLRQCCVLFDFVSDPLSDLKFKEVKRAGLNEMVEYITHSRDVVTEAIYPEAVTMFSVNLFRTLPPSSNPTGAEFDPEEDEPTLEAAWPHLQLVYEFFLRFLESPDFQPNIAKKYIDQKFVLALLDLFDSEDPRERDFLKTILHRIYGKFLGLRAYIRRQINHIFYRFIYETEHHNGIAEL.... Result: 0 (no interaction). (4) The miRNA is hsa-miR-587 with sequence UUUCCAUAGGUGAUGAGUCAC. The protein sequence of the target gene is MRELAIEIGVRALLFGVFVFTEFLDPFQRVIQPEEIWLYKNPLVQSDNIPTRLMFAISFLTPLAVICVVKIIRRTDKTEIKEAFLAVSLALALNGVCTNTIKLIVGRPRPDFFYRCFPDGVMNSEMHCTGDPDLVSEGRKSFPSIHSSFAFSGLGFTTFYLAGKLHCFTESGRGKSWRLCAAILPLYCAMMIALSRMCDYKHHWQDSFVGGVIGLIFAYICYRQHYPPLANTACHKPYVSLRVPASLKKEERPTADSAPSLPLEGITEGPV. Result: 0 (no interaction). (5) The miRNA is hsa-miR-4645-3p with sequence AGACAGUAGUUCUUGCCUGGUU. The protein sequence of the target gene is MSLVACECLPSPGLEPEPCSRARSQAHVYLEQIRNRVALGVPDMTKRDYLVDAATQIRLALERDVSEDYEAAFNHYQNGVDVLLRGIHVDPNKERREAVKLKITKYLRRAEEIFNCHLQRPLSSGASPSAGFSSLRLRPIRTLSSAVEQLRGCRVVGVIEKVQLVQDPATGGTFVVKSLPRCHMVSRERLTIIPHGVPYMTKLLRYFVSEDSIFLHLEHVQGGTLWSHLLSQAHSRHSGLSSGSTQERMKAQLNPHLNLLTPARLPSGHAPGQDRIALEPPRTSPNLLLAGEAPSTRPQR.... Result: 1 (interaction).